From a dataset of Forward reaction prediction with 1.9M reactions from USPTO patents (1976-2016). Predict the product of the given reaction. (1) Given the reactants [Cl:1][C:2]1[CH:3]=[CH:4][C:5]([C:23](OC)=[O:24])=[C:6]2[C:10]=1[N:9]=[C:8]1[N:11]([C:14]3[C:19]([CH3:20])=[CH:18][C:17]([Cl:21])=[CH:16][C:15]=3[Cl:22])[CH2:12][CH2:13][N:7]21.[BH4-].[Li+].[Cl-].[NH4+], predict the reaction product. The product is: [Cl:1][C:2]1[C:10]2[N:9]=[C:8]3[N:11]([C:14]4[C:19]([CH3:20])=[CH:18][C:17]([Cl:21])=[CH:16][C:15]=4[Cl:22])[CH2:12][CH2:13][N:7]3[C:6]=2[C:5]([CH2:23][OH:24])=[CH:4][CH:3]=1. (2) Given the reactants C[C:2]1[C:10]([S:11][C:12]2[CH:20]=[C:19]3[C:15]([CH2:16][C:17](=[O:21])[NH:18]3)=[CH:14][CH:13]=2)=[CH:9][CH:8]=[CH:7][C:3]=1[C:4]([NH2:6])=[O:5].[CH:22](OCC)=[O:23].[O-][CH2:28]C.[Na+].Cl, predict the reaction product. The product is: [OH:23][CH:22]=[C:16]1[C:15]2[C:19](=[CH:20][C:12]([S:11][C:10]3[CH:2]=[C:3]([CH:7]=[CH:8][CH:9]=3)[C:4]([NH:6][CH3:28])=[O:5])=[CH:13][CH:14]=2)[NH:18][C:17]1=[O:21]. (3) Given the reactants [OH:1][CH2:2][C@H:3]1[CH2:8][N:7]([C:9]([O:11][C:12]([CH3:15])([CH3:14])[CH3:13])=[O:10])[C@@H:6]([CH3:16])[CH2:5][CH2:4]1.[CH3:17][S:18](Cl)(=[O:20])=[O:19], predict the reaction product. The product is: [CH3:16][C@H:6]1[CH2:5][CH2:4][C@@H:3]([CH2:2][O:1][S:18]([CH3:17])(=[O:20])=[O:19])[CH2:8][N:7]1[C:9]([O:11][C:12]([CH3:15])([CH3:14])[CH3:13])=[O:10]. (4) Given the reactants [CH:1]1([C:4](OC)=O)C[CH2:2]1.[Cl:8][C:9]1[CH:16]=[CH:15][CH:14]=[CH:13][C:10]=1[CH:11]=O.[NH2:17][C:18]1[CH:22]=[CH:21][NH:20][N:19]=1, predict the reaction product. The product is: [Cl:8][C:9]1[CH:16]=[CH:15][CH:14]=[CH:13][C:10]=1[CH:11]1[C:22]([C:18]#[N:17])=[C:21]([CH:4]2[CH2:1][CH2:2]2)[NH:17][C:18]2=[N:19][NH:20][CH:21]=[C:22]12.